From a dataset of Catalyst prediction with 721,799 reactions and 888 catalyst types from USPTO. Predict which catalyst facilitates the given reaction. Reactant: [CH2:1]([O:8][C:9]([N:11]1[CH2:15][CH2:14][CH:13]([CH2:16][NH2:17])[CH2:12]1)=[O:10])[C:2]1[CH:7]=[CH:6][CH:5]=[CH:4][CH:3]=1.Br[C:19]1[N:24]=[CH:23][CH:22]=[CH:21][N:20]=1.C(N(CC)C(C)C)(C)C. Product: [CH2:1]([O:8][C:9]([N:11]1[CH2:15][CH2:14][CH:13]([CH2:16][NH:17][C:19]2[N:24]=[CH:23][CH:22]=[CH:21][N:20]=2)[CH2:12]1)=[O:10])[C:2]1[CH:7]=[CH:6][CH:5]=[CH:4][CH:3]=1. The catalyst class is: 41.